This data is from Reaction yield outcomes from USPTO patents with 853,638 reactions. The task is: Predict the reaction yield, written as a fraction of the theoretical maximum amount of product (1.0 means a 100% yield; for example, 0.34 means a 34% yield). (1) The reactants are [F:1][C:2]1[CH:3]=[N:4][CH:5]=[CH:6][C:7]=1[C:8]1[N:12]([S:13]([C:16]2[CH:17]=[N:18][CH:19]=[CH:20][CH:21]=2)(=[O:15])=[O:14])[CH:11]=[C:10]([CH2:22][N:23](C)[C:24](=O)[O:25][C:26]([CH3:29])(C)C)[CH:9]=1.[C:32]([O:35]CC)(=[O:34])[CH3:33].Cl.C[OH:40]. No catalyst specified. The product is [C:26]([OH:25])(=[O:40])/[CH:29]=[CH:33]/[C:32]([OH:35])=[O:34].[F:1][C:2]1[CH:3]=[N:4][CH:5]=[CH:6][C:7]=1[C:8]1[N:12]([S:13]([C:16]2[CH:17]=[N:18][CH:19]=[CH:20][CH:21]=2)(=[O:15])=[O:14])[CH:11]=[C:10]([CH2:22][NH:23][CH3:24])[CH:9]=1. The yield is 0.720. (2) The reactants are Br[C:2]1[CH:9]=[CH:8][C:7]([C:10]2([OH:14])[CH2:13][CH2:12][CH2:11]2)=[CH:6][C:3]=1[C:4]#[N:5].[CH3:15][C:16]1([CH3:30])[CH2:21][O:20][B:19]([B:19]2[O:20][CH2:21][C:16]([CH3:30])([CH3:15])[CH2:17][O:18]2)[O:18][CH2:17]1.[K].O. The catalyst is O1CCOCC1.C1C=CC(P(C2C=CC=CC=2)[C-]2C=CC=C2)=CC=1.C1C=CC(P(C2C=CC=CC=2)[C-]2C=CC=C2)=CC=1.Cl[Pd]Cl.[Fe+2]. The product is [CH3:15][C:16]1([CH3:30])[CH2:21][O:20][B:19]([C:2]2[CH:9]=[CH:8][C:7]([C:10]3([OH:14])[CH2:13][CH2:12][CH2:11]3)=[CH:6][C:3]=2[C:4]#[N:5])[O:18][CH2:17]1. The yield is 0.940. (3) The reactants are [C:1]([O:5][C:6]([N:8]1[C:17]2[C:12](=[CH:13][CH:14]=[C:15]([CH2:18][CH2:19][O:20][C:21]3[CH:22]=[C:23]4[C:27](=[CH:28][CH:29]=3)[N:26]([C:30]([C:37]3[CH:42]=[CH:41][CH:40]=[CH:39][CH:38]=3)=[CH:31][C:32]([O:34][CH2:35][CH3:36])=[O:33])[CH:25]=[CH:24]4)[N:16]=2)[CH2:11][CH2:10][CH2:9]1)=[O:7])([CH3:4])([CH3:3])[CH3:2].[H][H]. The catalyst is [Pd].CO. The product is [C:1]([O:5][C:6]([N:8]1[C:17]2[C:12](=[CH:13][CH:14]=[C:15]([CH2:18][CH2:19][O:20][C:21]3[CH:22]=[C:23]4[C:27](=[CH:28][CH:29]=3)[N:26]([CH:30]([C:37]3[CH:42]=[CH:41][CH:40]=[CH:39][CH:38]=3)[CH2:31][C:32]([O:34][CH2:35][CH3:36])=[O:33])[CH:25]=[CH:24]4)[N:16]=2)[CH2:11][CH2:10][CH2:9]1)=[O:7])([CH3:2])([CH3:3])[CH3:4]. The yield is 0.980. (4) The reactants are [C:1]1([C:7]2[N:11]([C:12]3[CH:17]=[CH:16][C:15]([S:18](=[O:21])(=[O:20])[NH2:19])=[CH:14][CH:13]=3)[N:10]=[C:9](C(O)=O)[CH:8]=2)[CH:6]=[CH:5][CH:4]=[CH:3][CH:2]=1.CC[N:27](CC)CC.[CH3:32][CH2:33][O:34][C:35](C)=[O:36].O. The catalyst is CCO.O1CCOCC1. The product is [CH2:33]([O:34][C:35](=[O:36])[NH:27][C:9]1[CH:8]=[C:7]([C:1]2[CH:2]=[CH:3][CH:4]=[CH:5][CH:6]=2)[N:11]([C:12]2[CH:13]=[CH:14][C:15]([S:18](=[O:20])(=[O:21])[NH2:19])=[CH:16][CH:17]=2)[N:10]=1)[CH3:32]. The yield is 0.620. (5) The yield is 0.840. The product is [ClH:16].[F:14][CH2:13][CH2:12][O:11][CH2:10][CH2:9][NH:7][CH3:6]. The reactants are C(O[C:6](=O)[N:7]([CH2:9][CH2:10][O:11][CH2:12][CH2:13][F:14])C)(C)(C)C.[ClH:16]. The catalyst is O1CCOCC1. (6) The reactants are [F:1][C:2]1[CH:7]=[CH:6][C:5]([C:8]2[C:12]([C:13]([OH:15])=[O:14])=[CH:11][NH:10][N:9]=2)=[CH:4][CH:3]=1.[CH3:16][C:17]([O:20][C:21](O[C:21]([O:20][C:17]([CH3:19])([CH3:18])[CH3:16])=[O:22])=[O:22])([CH3:19])[CH3:18].C(OCC)(=O)C.Cl. The catalyst is CN(C=O)C.CN(C1C=CN=CC=1)C.O. The product is [C:17]([O:20][C:21]([N:9]1[C:8]([C:5]2[CH:4]=[CH:3][C:2]([F:1])=[CH:7][CH:6]=2)=[C:12]([C:13]([OH:15])=[O:14])[CH:11]=[N:10]1)=[O:22])([CH3:19])([CH3:18])[CH3:16]. The yield is 1.00. (7) The catalyst is C(Cl)(Cl)Cl.CO. The product is [C:38]([C:42]1[N:47]=[C:46]([N:48]2[CH2:49][CH2:50][N:51]([C:31]([NH:21][CH2:20][CH2:19][CH2:18][CH2:17][N:14]3[CH2:15][CH2:16][N:11]([C:9]4[CH:8]=[C:7]([C:22]([F:24])([F:25])[F:23])[N:6]=[C:5]([C:1]([CH3:4])([CH3:2])[CH3:3])[N:10]=4)[CH2:12][CH2:13]3)=[O:32])[CH2:52][CH2:53]2)[CH:45]=[C:44]([C:54]([F:55])([F:56])[F:57])[N:43]=1)([CH3:41])([CH3:39])[CH3:40]. The yield is 0.300. The reactants are [C:1]([C:5]1[N:10]=[C:9]([N:11]2[CH2:16][CH2:15][N:14]([CH2:17][CH2:18][CH2:19][CH2:20][NH2:21])[CH2:13][CH2:12]2)[CH:8]=[C:7]([C:22]([F:25])([F:24])[F:23])[N:6]=1)([CH3:4])([CH3:3])[CH3:2].C1N=CN([C:31](N2C=NC=C2)=[O:32])C=1.[C:38]([C:42]1[N:47]=[C:46]([N:48]2[CH2:53][CH2:52][NH:51][CH2:50][CH2:49]2)[CH:45]=[C:44]([C:54]([F:57])([F:56])[F:55])[N:43]=1)([CH3:41])([CH3:40])[CH3:39].